This data is from Reaction yield outcomes from USPTO patents with 853,638 reactions. The task is: Predict the reaction yield, written as a fraction of the theoretical maximum amount of product (1.0 means a 100% yield; for example, 0.34 means a 34% yield). (1) The reactants are [ClH:1].[CH2:2]([C:6]1([N:23]([CH3:25])[CH3:24])[CH2:11][CH2:10][N:9]([CH2:12][CH2:13][N:14](C)[C:15](=O)OC(C)(C)C)[CH2:8][CH2:7]1)[CH2:3][CH2:4][CH3:5].CO.C(Cl)(Cl)[Cl:29]. The catalyst is C(Cl)(Cl)Cl. The product is [ClH:29].[ClH:1].[ClH:29].[CH2:2]([C:6]1([N:23]([CH3:24])[CH3:25])[CH2:7][CH2:8][N:9]([CH2:12][CH2:13][NH:14][CH3:15])[CH2:10][CH2:11]1)[CH2:3][CH2:4][CH3:5]. The yield is 0.870. (2) The yield is 0.100. The catalyst is C(OCC)C. The product is [Cl:1][C:2]1[CH:3]=[C:4]([C@@H:9]([C:14]2[CH:19]=[CH:18][C:17]([C:20]3[CH:24]=[N:23][NH:22][CH:21]=3)=[CH:16][CH:15]=2)[CH2:10][CH2:11][NH2:13])[CH:5]=[CH:6][C:7]=1[Cl:8]. The reactants are [Cl:1][C:2]1[CH:3]=[C:4]([C@@H:9]([C:14]2[CH:19]=[CH:18][C:17]([C:20]3[CH:21]=[N:22][NH:23][CH:24]=3)=[CH:16][CH:15]=2)[CH2:10][C:11]([NH2:13])=O)[CH:5]=[CH:6][C:7]=1[Cl:8].C1(C)C=CC=CC=1.[Cl-].[Al+3].[Cl-].[Cl-].[H-].[Al+3].[Li+].[H-].[H-].[H-]. (3) The reactants are [C:1]([NH:4][C:5]1[CH:10]=[CH:9][C:8]([SH:11])=[CH:7][CH:6]=1)(=[O:3])[CH3:2].[Li]CCCC.Br[CH2:18][CH2:19][C:20]1[O:21][C:22]([CH3:25])=[CH:23][CH:24]=1. The catalyst is C1COCC1. The product is [CH3:25][C:22]1[O:21][C:20]([CH2:19][CH2:18][S:11][C:8]2[CH:9]=[CH:10][C:5]([NH:4][C:1](=[O:3])[CH3:2])=[CH:6][CH:7]=2)=[CH:24][CH:23]=1. The yield is 0.880. (4) The reactants are [F:1][C:2]1[C:7]([O:8]C)=[CH:6][CH:5]=[C:4]([N+:10]([O-:12])=[O:11])[C:3]=1[CH2:13][C:14](=[O:16])[CH3:15].[Cl-].[NH+]1C=CC=CC=1. The product is [F:1][C:2]1[C:7]([OH:8])=[CH:6][CH:5]=[C:4]([N+:10]([O-:12])=[O:11])[C:3]=1[CH2:13][C:14](=[O:16])[CH3:15]. The catalyst is Cl.C(OCC)(=O)C. The yield is 0.960. (5) The reactants are I[C:2]1[CH:3]=[C:4]([CH:7]=[C:8](I)[C:9]=1[O:10][CH2:11][O:12][CH2:13][CH2:14][O:15][CH3:16])[CH:5]=[O:6].[C:18]1(B(O)O)[CH:23]=[CH:22][CH:21]=[CH:20][CH:19]=1. The catalyst is COCCOC.O.CC([O-])=O.CC([O-])=O.[Pd+2]. The product is [C:18]1([C:2]2[CH:3]=[C:4]([CH:7]=[C:8]([C:2]3[CH:3]=[CH:4][CH:7]=[CH:8][CH:9]=3)[C:9]=2[O:10][CH2:11][O:12][CH2:13][CH2:14][O:15][CH3:16])[CH:5]=[O:6])[CH:23]=[CH:22][CH:21]=[CH:20][CH:19]=1. The yield is 0.780. (6) The reactants are P(Cl)(Cl)(Cl)(Cl)Cl.[Cl:7][S:8]([OH:11])(=O)=[O:9].[Cl:12][C:13]1[O:14][CH:15]=[CH:16][CH:17]=1. No catalyst specified. The product is [Cl:12][C:13]1[O:14][C:15]([S:8]([Cl:7])(=[O:11])=[O:9])=[CH:16][CH:17]=1. The yield is 0.360. (7) The reactants are C([O:3][C:4](=[O:19])[CH:5]([O:16][CH2:17][CH3:18])[CH2:6][C:7]1[CH:8]=[C:9]2[C:13](=[CH:14][CH:15]=1)[NH:12][CH:11]=[CH:10]2)C.Cl[CH2:21][C:22]1[N:23]=[C:24]([C:27]2[CH:32]=[CH:31][CH:30]=[CH:29][CH:28]=2)[O:25][CH:26]=1. No catalyst specified. The product is [CH2:17]([O:16][CH:5]([CH2:6][C:7]1[CH:8]=[C:9]2[C:13](=[CH:14][CH:15]=1)[N:12]([CH2:21][C:22]1[N:23]=[C:24]([C:27]3[CH:28]=[CH:29][CH:30]=[CH:31][CH:32]=3)[O:25][CH:26]=1)[CH:11]=[CH:10]2)[C:4]([OH:3])=[O:19])[CH3:18]. The yield is 0.800.